From a dataset of Forward reaction prediction with 1.9M reactions from USPTO patents (1976-2016). Predict the product of the given reaction. (1) The product is: [CH2:18]([C:15]1[CH:16]=[CH:17][N:12]=[CH:13][CH:14]=1)[CH2:1][CH2:2][CH3:3]. Given the reactants [CH3:1][C:2](C)([O-])[CH3:3].[K+].[Br-].C([PH3+])CC.[N:12]1[CH:17]=[CH:16][C:15]([CH:18]=O)=[CH:14][CH:13]=1.O, predict the reaction product. (2) The product is: [CH3:29][N:27]1[CH:28]=[C:24]([NH:23][C:20]2[N:19]=[C:18]3[N:14]([CH:10]4[CH2:11][CH2:12][CH2:13][NH:8][CH2:9]4)[N:15]=[CH:16][C:17]3=[CH:22][N:21]=2)[CH:25]=[N:26]1. Given the reactants C(OC([N:8]1[CH2:13][CH2:12][CH2:11][CH:10]([N:14]2[C:18]3=[N:19][C:20]([NH:23][C:24]4[CH:25]=[N:26][N:27]([CH3:29])[CH:28]=4)=[N:21][CH:22]=[C:17]3[CH:16]=[N:15]2)[CH2:9]1)=O)(C)(C)C.FC(F)(F)C(O)=O, predict the reaction product. (3) Given the reactants S(=O)(=O)(O)O.[O:6]=[C:7]1[O:13][C@H:12]([C@H:14]([CH2:16][OH:17])[OH:15])[C:10]([OH:11])=[C:8]1[OH:9].[N:18]1[N:19]([C:27]2[CH:28]=[C:29]([CH:33]=[CH:34][C:35]=2[OH:36])[C:30](O)=[O:31])[N:20]=[C:21]2[CH:26]=[CH:25][CH:24]=[CH:23][C:22]=12.OS(O)(=O)=O.O=S(=O)=O.[Cl-].[Na+], predict the reaction product. The product is: [N:18]1[N:19]([C:27]2[CH:28]=[C:29]([CH:33]=[CH:34][C:35]=2[OH:36])[C:30]([O:17][CH2:16][C@H:14]([C@@H:12]2[C:10]([OH:11])=[C:8]([OH:9])[C:7](=[O:6])[O:13]2)[OH:15])=[O:31])[N:20]=[C:21]2[CH:26]=[CH:25][CH:24]=[CH:23][C:22]=12. (4) Given the reactants [F:1][C:2]1[CH:43]=[CH:42][CH:41]=[C:40]([F:44])[C:3]=1[C:4]([N:6]1[CH2:11][CH2:10][N:9]([C:12]2[N:17]=[CH:16][C:15]([NH:18][C:19]([NH:21][C:22]3[N:23]([C:32]4[CH:37]=[CH:36][C:35]([CH3:38])=[CH:34][CH:33]=4)[N:24]=[C:25]([C:27]([CH3:31])([CH3:30])[CH2:28][F:29])[CH:26]=3)=[O:20])=[CH:14][C:13]=2[CH3:39])[CH2:8][CH2:7]1)=[O:5].F[C:46](F)(F)[S:47]([OH:50])(=[O:49])=[O:48], predict the reaction product. The product is: [CH3:46][S:47]([OH:50])(=[O:49])=[O:48].[F:44][C:40]1[CH:41]=[CH:42][CH:43]=[C:2]([F:1])[C:3]=1[C:4]([N:6]1[CH2:7][CH2:8][N:9]([C:12]2[N:17]=[CH:16][C:15]([NH:18][C:19]([NH:21][C:22]3[N:23]([C:32]4[CH:37]=[CH:36][C:35]([CH3:38])=[CH:34][CH:33]=4)[N:24]=[C:25]([C:27]([CH3:30])([CH3:31])[CH2:28][F:29])[CH:26]=3)=[O:20])=[CH:14][C:13]=2[CH3:39])[CH2:10][CH2:11]1)=[O:5].